From a dataset of Full USPTO retrosynthesis dataset with 1.9M reactions from patents (1976-2016). Predict the reactants needed to synthesize the given product. Given the product [N:23]1([C:20]([CH:9]2[NH:8][CH:7]=[C:6]([C:4]([O:3][CH2:1][CH3:2])=[O:5])[C:12]3[NH:13][C:14]4[CH:15]=[CH:16][CH:17]=[CH:18][C:19]=4[C:11]=3[CH2:10]2)=[O:21])[CH2:28][CH2:27][CH2:26][CH2:25][CH2:24]1, predict the reactants needed to synthesize it. The reactants are: [CH2:1]([O:3][C:4]([C:6]1[C:12]2[NH:13][C:14]3[CH:15]=[CH:16][CH:17]=[CH:18][C:19]=3[C:11]=2[CH2:10][CH:9]([C:20](O)=[O:21])[NH:8][CH:7]=1)=[O:5])[CH3:2].[NH:23]1[CH2:28][CH2:27][CH2:26][CH2:25][CH2:24]1.